From a dataset of Full USPTO retrosynthesis dataset with 1.9M reactions from patents (1976-2016). Predict the reactants needed to synthesize the given product. (1) The reactants are: [S-:1][C:2]#[N:3].[NH4+].[Cl-].[CH3:6][C:7](C)=[O:8].[CH3:10][C:11]1[CH:17]=[CH:16][C:15]([N+:18]([O-:20])=[O:19])=[CH:14][C:12]=1[NH2:13]. Given the product [C:7]([NH:3][C:2]([NH:13][C:12]1[CH:14]=[C:15]([N+:18]([O-:20])=[O:19])[CH:16]=[CH:17][C:11]=1[CH3:10])=[S:1])(=[O:8])[CH3:6], predict the reactants needed to synthesize it. (2) Given the product [C:1]([O:5][C:6](=[O:26])[NH:7][C:8]1[CH:13]=[C:12]([O:14][C:15]2[CH:20]=[CH:19][C:18]([NH2:21])=[CH:17][N:16]=2)[C:11]([Cl:24])=[CH:10][C:9]=1[F:25])([CH3:4])([CH3:2])[CH3:3], predict the reactants needed to synthesize it. The reactants are: [C:1]([O:5][C:6](=[O:26])[NH:7][C:8]1[CH:13]=[C:12]([O:14][C:15]2[CH:20]=[CH:19][C:18]([N+:21]([O-])=O)=[CH:17][N:16]=2)[C:11]([Cl:24])=[CH:10][C:9]=1[F:25])([CH3:4])([CH3:3])[CH3:2].[Cl-].[Ca+2].[Cl-].C(O)C.O. (3) Given the product [Cl:40][C:36]1[CH:35]=[C:34]([C:25]2[C:24]3[C:29](=[CH:30][CH:31]=[C:22]([C:20]([C:17]4[CH:18]=[CH:19][C:14]([Cl:13])=[CH:15][CH:16]=4)([C:11]4[N:7]([CH3:6])[C:8]([SH:12])=[N:9][N:10]=4)[OH:21])[CH:23]=3)[N:28]=[C:27]([O:32][CH3:33])[CH:26]=2)[CH:39]=[CH:38][CH:37]=1, predict the reactants needed to synthesize it. The reactants are: [Li]CCCC.[CH3:6][N:7]1[CH:11]=[N:10][NH:9][C:8]1=[S:12].[Cl:13][C:14]1[CH:19]=[CH:18][C:17]([C:20]([C:22]2[CH:23]=[C:24]3[C:29](=[CH:30][CH:31]=2)[N:28]=[C:27]([O:32][CH3:33])[CH:26]=[C:25]3[C:34]2[CH:39]=[CH:38][CH:37]=[C:36]([Cl:40])[CH:35]=2)=[O:21])=[CH:16][CH:15]=1.O. (4) Given the product [CH3:7][N:14]1[CH2:15][CH2:16][N:17]([C:20]2[CH:37]=[CH:36][C:23]([O:24][CH2:25][C:26]3[CH:35]=[CH:34][C:29]([CH2:30][OH:31])=[CH:28][CH:27]=3)=[CH:22][CH:21]=2)[CH2:18][CH2:19]1, predict the reactants needed to synthesize it. The reactants are: [H-].[H-].[H-].[H-].[Li+].[Al+3].[C:7]([N:14]1[CH2:19][CH2:18][N:17]([C:20]2[CH:37]=[CH:36][C:23]([O:24][CH2:25][C:26]3[CH:35]=[CH:34][C:29]([C:30](OC)=[O:31])=[CH:28][CH:27]=3)=[CH:22][CH:21]=2)[CH2:16][CH2:15]1)(OC(C)(C)C)=O.O.[OH-].[Na+]. (5) Given the product [OH:3][CH:1]([C:4]1[CH:9]=[CH:8][C:7]([C:10]2[C:11]([C:16]([NH:18][C:19]3[CH:24]=[CH:23][C:22]([NH:25][CH2:26][CH2:27][C:28]4[CH:33]=[CH:32][CH:31]=[CH:30][N:29]=4)=[CH:21][CH:20]=3)=[O:17])=[CH:12][CH:13]=[CH:14][CH:15]=2)=[CH:6][CH:5]=1)[CH3:2], predict the reactants needed to synthesize it. The reactants are: [C:1]([C:4]1[CH:9]=[CH:8][C:7]([C:10]2[C:11]([C:16]([NH:18][C:19]3[CH:24]=[CH:23][C:22]([NH:25][CH2:26][CH2:27][C:28]4[CH:33]=[CH:32][CH:31]=[CH:30][N:29]=4)=[CH:21][CH:20]=3)=[O:17])=[CH:12][CH:13]=[CH:14][CH:15]=2)=[CH:6][CH:5]=1)(=[O:3])[CH3:2].[BH4-].[Na+]. (6) Given the product [Cl:1][C:2]1[CH:10]=[CH:9][C:8]([C:11]2[N:12]([C:22]([O:24][C:25]([CH3:27])([CH3:26])[CH3:28])=[O:23])[C:13]3[C:18]([CH:19]=2)=[CH:17][C:16]([CH2:20][NH:36][CH2:35][C:34]([O:33][CH2:31][CH3:32])=[O:37])=[CH:15][CH:14]=3)=[C:7]2[C:3]=1[CH2:4][NH:5][C:6]2=[O:29], predict the reactants needed to synthesize it. The reactants are: [Cl:1][C:2]1[CH:10]=[CH:9][C:8]([C:11]2[N:12]([C:22]([O:24][C:25]([CH3:28])([CH3:27])[CH3:26])=[O:23])[C:13]3[C:18]([CH:19]=2)=[CH:17][C:16]([CH:20]=O)=[CH:15][CH:14]=3)=[C:7]2[C:3]=1[CH2:4][NH:5][C:6]2=[O:29].Cl.[CH2:31]([O:33][C:34](=[O:37])[CH2:35][NH2:36])[CH3:32].C(N(CC)CC)C.C(O)(=O)C.C(O[BH-](OC(=O)C)OC(=O)C)(=O)C.[Na+].C(=O)([O-])O.[Na+]. (7) Given the product [CH2:14]([O:13][C:12](=[O:16])[NH:11][C:9]1[S:10][C:4]2[C:5]([N:8]=1)=[N:6][CH:7]=[C:2]([C:29]#[C:28][Si:25]([CH3:27])([CH3:26])[CH3:24])[N:3]=2)[CH3:15], predict the reactants needed to synthesize it. The reactants are: Br[C:2]1[N:3]=[C:4]2[S:10][C:9]([NH:11][C:12](=[O:16])[O:13][CH2:14][CH3:15])=[N:8][C:5]2=[N:6][CH:7]=1.CCN(CC)CC.[CH3:24][Si:25]([C:28]#[CH:29])([CH3:27])[CH3:26].